This data is from Full USPTO retrosynthesis dataset with 1.9M reactions from patents (1976-2016). The task is: Predict the reactants needed to synthesize the given product. (1) Given the product [NH2:1][CH2:4][CH2:5][O:6][C@@H:7]([C:21]1[CH:26]=[C:25]([Cl:27])[CH:24]=[CH:23][C:22]=1[CH3:28])[C@@H:8]1[CH2:13][CH2:12][CH2:11][N:10]([C:14]([O:16][C:17]([CH3:20])([CH3:19])[CH3:18])=[O:15])[CH2:9]1, predict the reactants needed to synthesize it. The reactants are: [N:1]([CH2:4][CH2:5][O:6][C@@H:7]([C:21]1[CH:26]=[C:25]([Cl:27])[CH:24]=[CH:23][C:22]=1[CH3:28])[C@@H:8]1[CH2:13][CH2:12][CH2:11][N:10]([C:14]([O:16][C:17]([CH3:20])([CH3:19])[CH3:18])=[O:15])[CH2:9]1)=[N+]=[N-]. (2) Given the product [F:25][C:4]1[CH:3]=[C:2]([C:40]2[CH:39]=[CH:38][C:37]([CH:34]3[CH2:35][CH2:36][CH:31]([CH2:26][CH2:27][CH2:28][CH2:29][CH3:30])[CH2:32][CH2:33]3)=[CH:42][CH:41]=2)[CH:7]=[C:6]([F:8])[C:5]=1[C:9]([F:24])([F:23])[O:10][C:11]1[CH:16]=[CH:15][C:14]([S:17]([F:22])([F:21])([F:20])([F:19])[F:18])=[CH:13][CH:12]=1, predict the reactants needed to synthesize it. The reactants are: Br[C:2]1[CH:7]=[C:6]([F:8])[C:5]([C:9]([F:24])([F:23])[O:10][C:11]2[CH:16]=[CH:15][C:14]([S:17]([F:22])([F:21])([F:20])([F:19])[F:18])=[CH:13][CH:12]=2)=[C:4]([F:25])[CH:3]=1.[CH2:26]([CH:31]1[CH2:36][CH2:35][CH:34]([C:37]2[CH:42]=[CH:41][C:40](B3OC(C)(C)C(C)(C)O3)=[CH:39][CH:38]=2)[CH2:33][CH2:32]1)[CH2:27][CH2:28][CH2:29][CH3:30].P([O-])([O-])([O-])=O.[K+].[K+].[K+]. (3) Given the product [CH3:25][N:22]1[CH2:23][CH2:24][N:19]([C:17]([C:14]2[CH:13]=[CH:12][C:11]([C:8]3[N:9]=[CH:10][C:5]4[N:6]([C:2]([C:37]5[CH:38]=[CH:39][C:34]([C:33]([F:44])([F:43])[F:32])=[CH:35][CH:36]=5)=[CH:3][N:4]=4)[CH:7]=3)=[CH:16][CH:15]=2)=[O:18])[CH2:20][CH2:21]1, predict the reactants needed to synthesize it. The reactants are: I[C:2]1[N:6]2[CH:7]=[C:8]([C:11]3[CH:16]=[CH:15][C:14]([C:17]([N:19]4[CH2:24][CH2:23][N:22]([CH3:25])[CH2:21][CH2:20]4)=[O:18])=[CH:13][CH:12]=3)[N:9]=[CH:10][C:5]2=[N:4][CH:3]=1.C([O-])([O-])=O.[K+].[K+].[F:32][C:33]([F:44])([F:43])[C:34]1[CH:39]=[CH:38][C:37](B(O)O)=[CH:36][CH:35]=1.